From a dataset of Full USPTO retrosynthesis dataset with 1.9M reactions from patents (1976-2016). Predict the reactants needed to synthesize the given product. (1) Given the product [CH2:1]([C:3]1[O:7][C:6]([C:8]2[CH:13]=[CH:12][C:11]([C:14]([F:16])([F:15])[F:17])=[CH:10][CH:9]=2)=[N:5][C:4]=1[CH2:18][O:19][CH2:20][C@@H:21]1[CH2:26][CH2:25][CH2:24][C@H:23]([CH2:27][O:28][C:29]([CH3:37])([CH3:38])[C:30]([OH:32])=[O:31])[CH2:22]1)[CH3:2], predict the reactants needed to synthesize it. The reactants are: [CH2:1]([C:3]1[O:7][C:6]([C:8]2[CH:13]=[CH:12][C:11]([C:14]([F:17])([F:16])[F:15])=[CH:10][CH:9]=2)=[N:5][C:4]=1[CH2:18][O:19][CH2:20][C@@H:21]1[CH2:26][CH2:25][CH2:24][C@H:23]([CH2:27][O:28][C:29]([CH3:38])([CH3:37])[C:30]([O:32]C(C)(C)C)=[O:31])[CH2:22]1)[CH3:2].FC(F)(F)C(O)=O. (2) Given the product [CH2:1]([NH:3][C:4]([N:23]=[S:21]([CH2:20][C:18]1[CH:17]=[CH:16][N:15]=[C:14]([NH:13][C:10]2[CH:9]=[C:8]([C:25]3[C:33]4[O:32][CH:31]=[CH:30][C:29]=4[C:28]([F:34])=[CH:27][CH:26]=3)[C:7]([F:6])=[CH:12][N:11]=2)[CH:19]=1)([CH3:24])=[O:22])=[O:5])[CH3:2], predict the reactants needed to synthesize it. The reactants are: [CH2:1]([N:3]=[C:4]=[O:5])[CH3:2].[F:6][C:7]1[C:8]([C:25]2[C:33]3[O:32][CH:31]=[CH:30][C:29]=3[C:28]([F:34])=[CH:27][CH:26]=2)=[CH:9][C:10]([NH:13][C:14]2[CH:19]=[C:18]([CH2:20][S:21]([CH3:24])(=[NH:23])=[O:22])[CH:17]=[CH:16][N:15]=2)=[N:11][CH:12]=1.C(N(CC)CC)C.